This data is from Reaction yield outcomes from USPTO patents with 853,638 reactions. The task is: Predict the reaction yield, written as a fraction of the theoretical maximum amount of product (1.0 means a 100% yield; for example, 0.34 means a 34% yield). (1) The reactants are BrC1SC([C:7]2[NH:11][N:10]=[C:9]([C:12]([F:15])([F:14])[F:13])[CH:8]=2)=CC=1.ClC1SC(CCl)=CC=1.C([O-])([O-])=O.[K+].[K+]. The catalyst is CN(C=O)C. The product is [F:13][C:12]([F:15])([F:14])[C:9]1[CH:8]=[CH:7][NH:11][N:10]=1. The yield is 0.300. (2) The reactants are [CH2:1]([C:4]1([CH:20]([CH3:22])[CH3:21])[O:9][C:8](=[O:10])[N:7]([C@H:11]([C:13]2[CH:18]=[CH:17][C:16]([Br:19])=[CH:15][CH:14]=2)[CH3:12])[CH2:6][CH2:5]1)[CH:2]=[CH2:3].B.C1C[O:27]CC1. The catalyst is C1COCC1. The product is [Br:19][C:16]1[CH:15]=[CH:14][C:13]([C@@H:11]([N:7]2[CH2:6][CH2:5][C:4]([CH2:1][CH2:2][CH2:3][OH:27])([CH:20]([CH3:22])[CH3:21])[O:9][C:8]2=[O:10])[CH3:12])=[CH:18][CH:17]=1. The yield is 0.220. (3) The reactants are [F:1][C:2]1[CH:7]=[CH:6][CH:5]=[C:4]([F:8])[C:3]=1[C:9]1[CH:10]=[C:11]2[C:16]3=[C:17]([C@@H:19]4[CH2:24][NH:23][CH2:22][CH2:21][C@@H:20]4[N:15]3[CH2:14][CH2:13][CH2:12]2)[CH:18]=1.C=O.[CH:27](O)=O.C([O-])([O-])=O.[Na+].[Na+]. The catalyst is O. The product is [F:8][C:4]1[CH:5]=[CH:6][CH:7]=[C:2]([F:1])[C:3]=1[C:9]1[CH:10]=[C:11]2[C:16]3=[C:17]([C@@H:19]4[CH2:24][N:23]([CH3:27])[CH2:22][CH2:21][C@@H:20]4[N:15]3[CH2:14][CH2:13][CH2:12]2)[CH:18]=1. The yield is 0.620. (4) The reactants are [N+:1]([C:4]1[CH:9]=[CH:8][C:7]([N:10]2[CH2:15][CH2:14][N:13](C(OC(C)(C)C)=O)[CH2:12][C:11]2=[O:23])=[CH:6][CH:5]=1)([O-:3])=[O:2]. The catalyst is FC(F)(F)C(O)=O.ClCCl. The product is [N+:1]([C:4]1[CH:5]=[CH:6][C:7]([N:10]2[CH2:15][CH2:14][NH:13][CH2:12][C:11]2=[O:23])=[CH:8][CH:9]=1)([O-:3])=[O:2]. The yield is 0.760. (5) The reactants are N1CCC[C@H]1C(O)=O.[CH3:9][S:10][C:11]1[S:12][C:13]2[CH:19]=[C:18]([CH2:20][CH2:21][CH:22]=[O:23])[CH:17]=[CH:16][C:14]=2[N:15]=1.[Cl:24]N1C(=O)CCC1=O. The catalyst is C(Cl)Cl. The product is [Cl:24][CH:21]([CH2:20][C:18]1[CH:17]=[CH:16][C:14]2[N:15]=[C:11]([S:10][CH3:9])[S:12][C:13]=2[CH:19]=1)[CH:22]=[O:23]. The yield is 0.790. (6) The product is [OH:25][CH2:24][CH2:23][N:7]1[CH2:6][C@@H:5]2[CH2:1][N:2]([C:9]([O:11][C:12]([CH3:15])([CH3:14])[CH3:13])=[O:10])[CH2:3][C@@H:4]2[CH2:8]1. The yield is 0.610. The reactants are [CH2:1]1[C@@H:5]2[CH2:6][NH:7][CH2:8][C@@H:4]2[CH2:3][N:2]1[C:9]([O:11][C:12]([CH3:15])([CH3:14])[CH3:13])=[O:10].C([O-])([O-])=O.[K+].[K+].Br[CH2:23][CH2:24][OH:25]. The catalyst is CN(C=O)C.C(OCC)(=O)C. (7) The reactants are C(Cl)(=O)C([Cl:4])=O.[N:7]1([C:12]2[CH:17]=[CH:16][C:15]([S:18]([OH:21])(=O)=[O:19])=[CH:14][CH:13]=2)[CH2:11][CH2:10][CH2:9][CH2:8]1.CN(C)C=O. The catalyst is ClCCl. The product is [N:7]1([C:12]2[CH:17]=[CH:16][C:15]([S:18]([Cl:4])(=[O:21])=[O:19])=[CH:14][CH:13]=2)[CH2:11][CH2:10][CH2:9][CH2:8]1. The yield is 0.190. (8) The reactants are [N:1]([C:4]1[CH:9]=[CH:8][CH:7]=[C:6]([F:10])[C:5]=1[N+:11]([O-:13])=[O:12])=[N+]=[N-].[C:14]1([P:20]([C:27]2[CH:32]=[CH:31][CH:30]=[CH:29][CH:28]=2)[C:21]2[CH:26]=[CH:25][CH:24]=[CH:23][CH:22]=2)[CH:19]=[CH:18][CH:17]=[CH:16][CH:15]=1. The catalyst is C1COCC1.O. The product is [F:10][C:6]1[C:5]([N+:11]([O-:13])=[O:12])=[C:4]([N:1]=[P:20]([C:21]2[CH:22]=[CH:23][CH:24]=[CH:25][CH:26]=2)([C:27]2[CH:32]=[CH:31][CH:30]=[CH:29][CH:28]=2)[C:14]2[CH:15]=[CH:16][CH:17]=[CH:18][CH:19]=2)[CH:9]=[CH:8][CH:7]=1. The yield is 0.730. (9) The reactants are I[C:2]1[C:10]2[C:9]([CH3:11])=[N:8][CH:7]=[N:6][C:5]=2[N:4]([C@H:12]2[CH2:28][C@@H:15]3[O:16][CH:17]([C:20]4[CH:25]=[CH:24][C:23]([O:26][CH3:27])=[CH:22][CH:21]=4)[O:18][CH2:19][C@@H:14]3[CH2:13]2)[CH:3]=1.CCN(C(C)C)C(C)C.[C:38]([Si:40]([CH3:43])([CH3:42])[CH3:41])#[CH:39]. The catalyst is CN(C=O)C.[Cu]I.Cl[Pd](Cl)([P](C1C=CC=CC=1)(C1C=CC=CC=1)C1C=CC=CC=1)[P](C1C=CC=CC=1)(C1C=CC=CC=1)C1C=CC=CC=1. The product is [CH3:27][O:26][C:23]1[CH:24]=[CH:25][C:20]([CH:17]2[O:16][C@H:15]3[CH2:28][C@H:12]([N:4]4[C:5]5[N:6]=[CH:7][N:8]=[C:9]([CH3:11])[C:10]=5[C:2]([C:39]#[C:38][Si:40]([CH3:43])([CH3:42])[CH3:41])=[CH:3]4)[CH2:13][C@H:14]3[CH2:19][O:18]2)=[CH:21][CH:22]=1. The yield is 0.990.